Predict which catalyst facilitates the given reaction. From a dataset of Catalyst prediction with 721,799 reactions and 888 catalyst types from USPTO. (1) Reactant: C([O:3][CH:4](OCC)[CH2:5][S:6][C:7]1[CH:12]=[CH:11][CH:10]=[C:9]([O:13][CH3:14])[CH:8]=1)C.C(O)(=O)C. Product: [CH3:14][O:13][C:9]1[CH:8]=[C:7]([S:6][CH2:5][CH:4]=[O:3])[CH:12]=[CH:11][CH:10]=1. The catalyst class is: 6. (2) Reactant: [C:1]([O:5][C:6]([N:8]1[CH2:13][CH2:12][N:11]([C:14]2[CH:19]=[CH:18][C:17]([N+:20]([O-])=O)=[C:16]([CH3:23])[N:15]=2)[CH2:10][C@H:9]1[CH3:24])=[O:7])([CH3:4])([CH3:3])[CH3:2].C(O)(=O)C. Product: [C:1]([O:5][C:6]([N:8]1[CH2:13][CH2:12][N:11]([C:14]2[CH:19]=[CH:18][C:17]([NH2:20])=[C:16]([CH3:23])[N:15]=2)[CH2:10][C@H:9]1[CH3:24])=[O:7])([CH3:4])([CH3:3])[CH3:2]. The catalyst class is: 78. (3) Reactant: [CH3:1][O:2][C:3]1[CH:12]=[C:11]2[C:6]([C:7]([CH3:20])=[CH:8][C:9]([NH:13][C@H:14]3[CH2:18][CH2:17][C@H:16]([NH2:19])[CH2:15]3)=[N:10]2)=[CH:5][CH:4]=1.[CH3:21][N:22]1[C:30]2[C:25](=[N:26][CH:27]=[CH:28][CH:29]=2)[C:24]([CH:31]=O)=[CH:23]1.[BH4-].[Na+].Cl.[OH-].[Na+]. Product: [CH3:1][O:2][C:3]1[CH:12]=[C:11]2[C:6]([C:7]([CH3:20])=[CH:8][C:9]([NH:13][C@H:14]3[CH2:18][CH2:17][C@H:16]([NH:19][CH2:31][C:24]4[C:25]5=[N:26][CH:27]=[CH:28][CH:29]=[C:30]5[N:22]([CH3:21])[CH:23]=4)[CH2:15]3)=[N:10]2)=[CH:5][CH:4]=1. The catalyst class is: 24. (4) Reactant: C([O:3][C:4](=[O:23])[CH:5]=[CH:6][C:7]1[C:8]([C:17]#[C:18][Si](C)(C)C)=[N:9][C:10]([C:13]([F:16])([F:15])[F:14])=[CH:11][CH:12]=1)C.[OH-].[Na+]. Product: [C:17]([C:8]1[C:7]([CH:6]=[CH:5][C:4]([OH:23])=[O:3])=[CH:12][CH:11]=[C:10]([C:13]([F:16])([F:14])[F:15])[N:9]=1)#[CH:18]. The catalyst class is: 87. (5) Reactant: [Br:1][C:2]1[CH:29]=[CH:28][C:5]([CH2:6][O:7][C:8]2[CH:27]=[CH:26][CH:25]=[CH:24][C:9]=2[CH2:10][CH2:11][NH:12][CH2:13][C:14]2[CH:23]=[CH:22][C:17]([C:18]([O:20][CH3:21])=[O:19])=[CH:16][CH:15]=2)=[CH:4][CH:3]=1.Br[CH2:31][CH2:32][CH2:33][CH2:34][C:35]([O:37][CH2:38][CH3:39])=[O:36].C(=O)(O)[O-].[Na+].O. Product: [Br:1][C:2]1[CH:29]=[CH:28][C:5]([CH2:6][O:7][C:8]2[CH:27]=[CH:26][CH:25]=[CH:24][C:9]=2[CH2:10][CH2:11][N:12]([CH2:13][C:14]2[CH:23]=[CH:22][C:17]([C:18]([O:20][CH3:21])=[O:19])=[CH:16][CH:15]=2)[CH2:31][CH2:32][CH2:33][CH2:34][C:35]([O:37][CH2:38][CH3:39])=[O:36])=[CH:4][CH:3]=1. The catalyst class is: 10. (6) Reactant: C=O.[O-:3][CH2:4]C.[Na+].[CH2:7]([O:9][C:10](=[O:19])[CH2:11][C:12]1[CH:17]=[CH:16][CH:15]=[C:14]([Br:18])[N:13]=1)[CH3:8].[C:20](OCC)(=[O:22])C. Product: [CH2:7]([O:9][C:10](=[O:19])[C:11]([C:12]1[CH:17]=[CH:16][CH:15]=[C:14]([Br:18])[N:13]=1)([CH2:4][OH:3])[CH2:20][OH:22])[CH3:8]. The catalyst class is: 134. (7) Reactant: [C:1]([O:5][C:6]([N:8]1[CH2:13][CH2:12][C@H:11]([O:14][C:15]2[CH:16]=[C:17]3[C:22](=[CH:23][C:24]=2[O:25][CH3:26])[N:21]=[CH:20][N:19]=[C:18]3[NH:27][C:28]2[CH:33]=[CH:32][CH:31]=[C:30]([Cl:34])[C:29]=2[F:35])[CH2:10][C@H:9]1[C:36]([OH:38])=O)=[O:7])([CH3:4])([CH3:3])[CH3:2].[CH3:39][N:40]1CCOCC1.CN. Product: [Cl:34][C:30]1[C:29]([F:35])=[C:28]([NH:27][C:18]2[C:17]3[C:22](=[CH:23][C:24]([O:25][CH3:26])=[C:15]([O:14][C@H:11]4[CH2:12][CH2:13][N:8]([C:6]([O:5][C:1]([CH3:4])([CH3:3])[CH3:2])=[O:7])[C@H:9]([C:36]([NH:40][CH3:39])=[O:38])[CH2:10]4)[CH:16]=3)[N:21]=[CH:20][N:19]=2)[CH:33]=[CH:32][CH:31]=1. The catalyst class is: 76. (8) Reactant: [CH2:1]([O:7][C:8]([NH:10][C@@H:11]([C:15]([CH3:18])([CH3:17])[CH3:16])[C:12]([OH:14])=O)=[O:9])[CH2:2][CH2:3][CH2:4][CH:5]=[CH2:6].CCN(C(C)C)C(C)C.CN(C(ON1N=NC2C=CC=NC1=2)=[N+](C)C)C.F[P-](F)(F)(F)(F)F.[Cl:52][C:53]1[CH:54]=[CH:55][C:56]([CH:76]=[CH2:77])=[C:57]([C:59]2[CH:64]=[CH:63][C:62]([C@@:65]3([O:74][CH3:75])[CH2:69][NH:68][C@H:67]([C:70]([O:72][CH3:73])=[O:71])[CH2:66]3)=[CH:61][CH:60]=2)[CH:58]=1. Product: [Cl:52][C:53]1[CH:54]=[CH:55][C:56]([CH:76]=[CH2:77])=[C:57]([C:59]2[CH:64]=[CH:63][C:62]([C@@:65]3([O:74][CH3:75])[CH2:69][N:68]([C:12](=[O:14])[C@@H:11]([NH:10][C:8]([O:7][CH2:1][CH2:2][CH2:3][CH2:4][CH:5]=[CH2:6])=[O:9])[C:15]([CH3:18])([CH3:17])[CH3:16])[C@H:67]([C:70]([O:72][CH3:73])=[O:71])[CH2:66]3)=[CH:61][CH:60]=2)[CH:58]=1. The catalyst class is: 2. (9) Reactant: C(OC(=O)[NH:7][C:8]1[CH:13]=[C:12]([Cl:14])[C:11]([C:15]2[S:16][C:17]3[C:18]([NH:25][C:26]4[CH:31]=[C:30]([CH2:32][OH:33])[N:29]=[CH:28][N:27]=4)=[N:19][CH:20]=[C:21]([F:24])[C:22]=3[N:23]=2)=[C:10]([Cl:34])[CH:9]=1)(C)(C)C.C(OC(=O)NC1C=C([Cl:49])C(C2SC3C(Cl)=NC=C(F)C=3N=2)=C(Cl)C=1)(C)(C)C.NC1N=CN=C(CO)C=1.CC1(C)C2C(=C(P(C3C=CC=CC=3)C3C=CC=CC=3)C=CC=2)OC2C(P(C3C=CC=CC=3)C3C=CC=CC=3)=CC=CC1=2.C([O-])([O-])=O.[Cs+].[Cs+]. Product: [ClH:14].[ClH:49].[NH2:7][C:8]1[CH:13]=[C:12]([Cl:14])[C:11]([C:15]2[S:16][C:17]3[C:18]([NH:25][C:26]4[N:27]=[CH:28][N:29]=[C:30]([CH2:32][OH:33])[CH:31]=4)=[N:19][CH:20]=[C:21]([F:24])[C:22]=3[N:23]=2)=[C:10]([Cl:34])[CH:9]=1. The catalyst class is: 62.